From a dataset of CYP2C9 inhibition data for predicting drug metabolism from PubChem BioAssay. Regression/Classification. Given a drug SMILES string, predict its absorption, distribution, metabolism, or excretion properties. Task type varies by dataset: regression for continuous measurements (e.g., permeability, clearance, half-life) or binary classification for categorical outcomes (e.g., BBB penetration, CYP inhibition). Dataset: cyp2c9_veith. The molecule is O=C(O)CCCSc1nc2ccccc2s1. The result is 0 (non-inhibitor).